From a dataset of Catalyst prediction with 721,799 reactions and 888 catalyst types from USPTO. Predict which catalyst facilitates the given reaction. (1) Reactant: C(OC([NH:8][C:9]1[CH:17]=[N:16][CH:15]=[CH:14][C:10]=1[C:11]([OH:13])=[O:12])=O)(C)(C)C.Cl. Product: [NH2:8][C:9]1[CH:17]=[N:16][CH:15]=[CH:14][C:10]=1[C:11]([OH:13])=[O:12]. The catalyst class is: 5. (2) Reactant: C(OC([N:8]1[CH2:13][CH2:12][N:11]([C:14]([C:16]2[NH:17][C:18]3[C:23]([CH:24]=2)=[CH:22][CH:21]=[CH:20][CH:19]=3)=[O:15])[CH2:10][CH2:9]1)=O)(C)(C)C.[C:25]1([S:31][S:31][C:25]2[CH:30]=[CH:29][CH:28]=[CH:27][CH:26]=2)[CH:30]=[CH:29][CH:28]=[CH:27][CH:26]=1.FC(F)(F)C(O)=O. Product: [C:25]1([S:31][C:24]2[C:23]3[C:18](=[CH:19][CH:20]=[CH:21][CH:22]=3)[NH:17][C:16]=2[C:14]([N:11]2[CH2:10][CH2:9][NH:8][CH2:13][CH2:12]2)=[O:15])[CH:30]=[CH:29][CH:28]=[CH:27][CH:26]=1. The catalyst class is: 52. (3) Reactant: [CH2:1]([O:3][C:4](=[O:31])[CH2:5][CH2:6][C:7]1[CH:12]=[CH:11][C:10]([O:13][C:14]2[CH:19]=[CH:18][CH:17]=[CH:16][C:15]=2[CH2:20][CH2:21][NH:22]C(OC(C)(C)C)=O)=[CH:9][C:8]=1[CH3:30])[CH3:2].Cl. Product: [CH2:1]([O:3][C:4](=[O:31])[CH2:5][CH2:6][C:7]1[CH:12]=[CH:11][C:10]([O:13][C:14]2[CH:19]=[CH:18][CH:17]=[CH:16][C:15]=2[CH2:20][CH2:21][NH2:22])=[CH:9][C:8]=1[CH3:30])[CH3:2]. The catalyst class is: 12. (4) Reactant: [S:1]([Cl:5])(Cl)(=[O:3])=[O:2].[Cl:6][C:7]1[CH:8]=[CH:9][C:10]2[S:14][CH:13]=[CH:12][C:11]=2[CH:15]=1. Product: [Cl:6][C:7]1[CH:8]=[CH:9][C:10]2[S:14][C:13]([S:1]([Cl:5])(=[O:3])=[O:2])=[CH:12][C:11]=2[CH:15]=1. The catalyst class is: 3. (5) Reactant: [OH-].[Na+].[CH2:3]([O:7][C:8]1[CH:13]=[C:12]([CH2:14][CH2:15][C:16]([O:18]C)=[O:17])[CH:11]=[CH:10][C:9]=1[C:20]1[CH:25]=[CH:24][CH:23]=[C:22]([CH2:26][N:27]([C:29](=[O:41])[C:30]2[CH:35]=[CH:34][C:33]([O:36][CH2:37][CH2:38][CH2:39][CH3:40])=[CH:32][CH:31]=2)[CH3:28])[CH:21]=1)[CH2:4][CH2:5][CH3:6]. Product: [CH2:3]([O:7][C:8]1[CH:13]=[C:12]([CH2:14][CH2:15][C:16]([OH:18])=[O:17])[CH:11]=[CH:10][C:9]=1[C:20]1[CH:25]=[CH:24][CH:23]=[C:22]([CH2:26][N:27]([C:29](=[O:41])[C:30]2[CH:35]=[CH:34][C:33]([O:36][CH2:37][CH2:38][CH2:39][CH3:40])=[CH:32][CH:31]=2)[CH3:28])[CH:21]=1)[CH2:4][CH2:5][CH3:6]. The catalyst class is: 83. (6) Reactant: [Br:1][C:2]1[CH:7]=[CH:6][C:5]([CH:8]([CH2:19][C:20]([O:22]C(C)(C)C)=[O:21])[C:9]([O:11][CH2:12][C:13]2[CH:18]=[CH:17][CH:16]=[CH:15][CH:14]=2)=[O:10])=[CH:4][CH:3]=1. Product: [CH2:12]([O:11][C:9](=[O:10])[CH:8]([C:5]1[CH:4]=[CH:3][C:2]([Br:1])=[CH:7][CH:6]=1)[CH2:19][C:20]([OH:22])=[O:21])[C:13]1[CH:14]=[CH:15][CH:16]=[CH:17][CH:18]=1. The catalyst class is: 11. (7) Reactant: [CH3:1][N:2]1[CH2:15][CH2:14][C:5]2[NH:6][C:7]3[CH:8]=[CH:9][C:10]([CH3:13])=[CH:11][C:12]=3[C:4]=2[CH2:3]1.Br[C:17]1[CH:21]=[CH:20][O:19][CH:18]=1.[O-]P([O-])([O-])=O.[K+].[K+].[K+].N1CCC[C@H]1C(O)=O. Product: [O:19]1[CH:20]=[CH:21][C:17]([N:6]2[C:7]3[CH:8]=[CH:9][C:10]([CH3:13])=[CH:11][C:12]=3[C:4]3[CH2:3][N:2]([CH3:1])[CH2:15][CH2:14][C:5]2=3)=[CH:18]1. The catalyst class is: 580. (8) Reactant: [CH3:1][C:2]1[N:6]2[C:7]3[CH:17]=[CH:16][CH:15]=[CH:14][C:8]=3[NH:9][CH2:10][C:11]3([CH2:13][CH2:12]3)[C:5]2=[N:4][N:3]=1.[Cl:18][C:19]1[CH:24]=[CH:23][C:22](I)=[CH:21][CH:20]=1.C1(P(C2CCCCC2)C2C=CC=CC=2C2C(OC)=CC=CC=2OC)CCCCC1.C(=O)([O-])[O-].[Cs+].[Cs+]. Product: [Cl:18][C:19]1[CH:24]=[CH:23][C:22]([N:9]2[CH2:10][C:11]3([CH2:12][CH2:13]3)[C:5]3=[N:4][N:3]=[C:2]([CH3:1])[N:6]3[C:7]3[CH:17]=[CH:16][CH:15]=[CH:14][C:8]2=3)=[CH:21][CH:20]=1. The catalyst class is: 101.